This data is from Catalyst prediction with 721,799 reactions and 888 catalyst types from USPTO. The task is: Predict which catalyst facilitates the given reaction. (1) Reactant: [CH2:1]([O:8][C:9]([N:11]([CH3:17])[C@@H:12]([CH3:16])[C:13]([OH:15])=O)=[O:10])[C:2]1[CH:7]=[CH:6][CH:5]=[CH:4][CH:3]=1.[NH2:18][C:19]1[C:20](=[O:26])[NH:21][C:22]([Br:25])=[CH:23][CH:24]=1.C(N(CC)CC)C. Product: [CH2:1]([O:8][C:9](=[O:10])[N:11]([C@H:12]([C:13](=[O:15])[NH:18][C:19]1[C:20](=[O:26])[NH:21][C:22]([Br:25])=[CH:23][CH:24]=1)[CH3:16])[CH3:17])[C:2]1[CH:3]=[CH:4][CH:5]=[CH:6][CH:7]=1. The catalyst class is: 2. (2) Reactant: [Cl:1][C:2]1[CH:7]=[CH:6][C:5]([C:8]2[O:12][C:11]([CH3:14])([CH3:13])[C:10](=[O:15])[CH:9]=2)=[CH:4][CH:3]=1.C1C(=O)N([Br:23])C(=O)C1. Product: [Br:23][C:9]1[C:10](=[O:15])[C:11]([CH3:13])([CH3:14])[O:12][C:8]=1[C:5]1[CH:6]=[CH:7][C:2]([Cl:1])=[CH:3][CH:4]=1. The catalyst class is: 373. (3) Reactant: [C:1]([OH:4])(=O)[CH3:2].ON1C2C=CC=CC=2N=N1.Cl.CN(C)CCCN=C=NCC.O[NH:28][C:29]([C:31]1[CH:32]=[C:33]2[C:38](=[CH:39][CH:40]=1)[N:37]=[C:36]([NH:41][C@H:42]1[C:50]3[C:45](=[CH:46][CH:47]=[CH:48][CH:49]=3)[CH2:44][CH2:43]1)[CH:35]=[CH:34]2)=[NH:30]. Product: [C@H:42]1([NH:41][C:36]2[CH:35]=[CH:34][C:33]3[C:38](=[CH:39][CH:40]=[C:31]([C:29]4[N:28]=[C:1]([CH3:2])[O:4][N:30]=4)[CH:32]=3)[N:37]=2)[C:50]2[C:45](=[CH:46][CH:47]=[CH:48][CH:49]=2)[CH2:44][CH2:43]1. The catalyst class is: 10. (4) Reactant: [CH3:1][CH:2]([CH3:5])[CH2:3][SH:4].[OH-].[K+].Br[C:9]([CH3:23])([CH3:22])[C:10]([NH:12][C:13]1[CH:17]=[C:16]([C:18]([CH3:21])([CH3:20])[CH3:19])[O:15][N:14]=1)=[O:11]. Product: [C:18]([C:16]1[O:15][N:14]=[C:13]([NH:12][C:10](=[O:11])[C:9]([S:4][CH2:3][CH:2]([CH3:5])[CH3:1])([CH3:22])[CH3:23])[CH:17]=1)([CH3:21])([CH3:20])[CH3:19]. The catalyst class is: 8. (5) Reactant: [CH3:1][C:2]12[CH:11]([CH:12]=[O:13])[CH2:10][CH2:9][CH:8]=[C:7]1[CH2:6][C:5]1([S:17][CH2:16][CH2:15][S:14]1)[CH2:4][CH2:3]2.[C:18]1([Mg]Br)[CH:23]=[CH:22][CH:21]=[CH:20][CH:19]=1. Product: [CH3:1][C:2]12[CH:11]([CH:12]([C:18]3[CH:23]=[CH:22][CH:21]=[CH:20][CH:19]=3)[OH:13])[CH2:10][CH2:9][CH:8]=[C:7]1[CH2:6][C:5]1([S:14][CH2:15][CH2:16][S:17]1)[CH2:4][CH2:3]2. The catalyst class is: 1. (6) Reactant: [C:1]([CH2:3][C:4]1([N:15]2[CH2:20][CH2:19][CH:18]([NH:21][C@@H:22]3[CH2:24][C@H:23]3[C:25]3[CH:30]=[CH:29][CH:28]=[CH:27][CH:26]=3)[CH2:17][CH2:16]2)[CH2:7][N:6](C(OC(C)(C)C)=[O:9])[CH2:5]1)#[N:2].[C:31]([OH:37])([C:33]([F:36])([F:35])[F:34])=[O:32]. Product: [C:1](#[N:2])[CH3:3].[OH2:9].[C:31]([OH:37])([C:33]([F:36])([F:35])[F:34])=[O:32].[C:25]1([C@@H:23]2[CH2:24][C@H:22]2[NH:21][CH:18]2[CH2:17][CH2:16][N:15]([C:4]3([CH2:3][C:1]#[N:2])[CH2:5][NH:6][CH2:7]3)[CH2:20][CH2:19]2)[CH:30]=[CH:29][CH:28]=[CH:27][CH:26]=1.[C:31]([OH:37])([C:33]([F:36])([F:35])[F:34])=[O:32]. The catalyst class is: 2. (7) Reactant: C([N:8]1[CH2:12][CH2:11][C:10]([C:14]2[CH:19]=[CH:18][C:17]([F:20])=[C:16]([F:21])[CH:15]=2)([OH:13])[CH2:9]1)C1C=CC=CC=1.C([O-])=O.[NH4+]. Product: [F:21][C:16]1[CH:15]=[C:14]([C:10]2([OH:13])[CH2:11][CH2:12][NH:8][CH2:9]2)[CH:19]=[CH:18][C:17]=1[F:20]. The catalyst class is: 29. (8) Reactant: [N+:1]([C:4]1[CH:10]=[CH:9][CH:8]=[C:7]([O:11][CH2:12][C@@H:13]2[CH2:15][O:14]2)[C:5]=1[NH2:6])([O-])=O.[O:16]1CCC[CH2:17]1. Product: [O:14]1[CH2:15][C@H:13]1[CH2:12][O:11][C:7]1[C:5]2[NH:6][C:17](=[O:16])[NH:1][C:4]=2[CH:10]=[CH:9][CH:8]=1. The catalyst class is: 181.